Dataset: Peptide-MHC class II binding affinity with 134,281 pairs from IEDB. Task: Regression. Given a peptide amino acid sequence and an MHC pseudo amino acid sequence, predict their binding affinity value. This is MHC class II binding data. The peptide sequence is LLDNRSNHYEEVIAS. The MHC is DRB5_0101 with pseudo-sequence DRB5_0101. The binding affinity (normalized) is 0.191.